Task: Predict the reactants needed to synthesize the given product.. Dataset: Full USPTO retrosynthesis dataset with 1.9M reactions from patents (1976-2016) Given the product [Cl:6][C:7]1[N:8]=[C:9]([NH:24][NH:25][C:33](=[O:34])[C@H:32]([CH2:31][CH:26]2[CH2:27][CH2:28][CH2:29][CH2:30]2)[CH2:36][N:37]([O:38][CH2:39][C:40]2[CH:41]=[CH:42][CH:43]=[CH:44][CH:45]=2)[CH:46]=[O:47])[C:10]([F:23])=[C:11]([N:13]2[CH2:17][CH2:16][CH:15]([N:18]([CH3:20])[CH3:19])[C:14]2([CH3:21])[CH3:22])[N:12]=1, predict the reactants needed to synthesize it. The reactants are: Cl.Cl.Cl.Cl.Cl.[Cl:6][C:7]1[N:12]=[C:11]([N:13]2[CH2:17][CH2:16][CH:15]([N:18]([CH3:20])[CH3:19])[C:14]2([CH3:22])[CH3:21])[C:10]([F:23])=[C:9]([NH:24][NH2:25])[N:8]=1.[CH:26]1([CH2:31][C@H:32]([CH2:36][N:37]([CH:46]=[O:47])[O:38][CH2:39][C:40]2[CH:45]=[CH:44][CH:43]=[CH:42][CH:41]=2)[C:33](O)=[O:34])[CH2:30][CH2:29][CH2:28][CH2:27]1.CN1CCOCC1.ON1C2N=CC=CC=2N=N1.C(Cl)CCl.